This data is from NCI-60 drug combinations with 297,098 pairs across 59 cell lines. The task is: Regression. Given two drug SMILES strings and cell line genomic features, predict the synergy score measuring deviation from expected non-interaction effect. Drug 1: CN1C2=C(C=C(C=C2)N(CCCl)CCCl)N=C1CCCC(=O)O.Cl. Drug 2: C1C(C(OC1N2C=NC3=C2NC=NCC3O)CO)O. Cell line: TK-10. Synergy scores: CSS=3.26, Synergy_ZIP=-0.834, Synergy_Bliss=-0.846, Synergy_Loewe=-1.88, Synergy_HSA=-2.27.